This data is from Reaction yield outcomes from USPTO patents with 853,638 reactions. The task is: Predict the reaction yield, written as a fraction of the theoretical maximum amount of product (1.0 means a 100% yield; for example, 0.34 means a 34% yield). (1) The reactants are [H-].[Na+].[NH:3]1[C:13]2[C:8](=[CH:9][CH:10]=[CH:11][CH:12]=2)[C:6](=[O:7])[C:4]1=[O:5].Br[CH2:15][CH2:16][CH:17]1[CH2:19][CH2:18]1. The catalyst is CN(C)C=O. The product is [CH:17]1([CH2:16][CH2:15][N:3]2[C:13]3[C:8](=[CH:9][CH:10]=[CH:11][CH:12]=3)[C:6](=[O:7])[C:4]2=[O:5])[CH2:19][CH2:18]1. The yield is 0.900. (2) The reactants are [NH2:1][C:2](=O)[CH2:3][N:4]1[C:9](=[N:10]S(C2C=CC(C)=CC=2)(=O)=O)[CH:8]=[CH:7][C:6]([O:21][C:22]2[CH:23]=[C:24]([NH:28][C:29]([C:31]3[C:36]([CH3:37])=[CH:35][CH:34]=[CH:33][N:32]=3)=[O:30])[CH:25]=[CH:26][CH:27]=2)=[CH:5]1.FC(F)(F)C(OC(=O)C(F)(F)F)=O. The catalyst is O1CCCC1. The product is [NH2:1][C:2]1[N:10]=[C:9]2[CH:8]=[CH:7][C:6]([O:21][C:22]3[CH:23]=[C:24]([NH:28][C:29]([C:31]4[C:36]([CH3:37])=[CH:35][CH:34]=[CH:33][N:32]=4)=[O:30])[CH:25]=[CH:26][CH:27]=3)=[CH:5][N:4]2[CH:3]=1. The yield is 0.690. (3) The reactants are [F:1][C:2]1[CH:7]=[CH:6][C:5]([CH2:8][C:9](=[O:16])[CH2:10][C:11]([O:13][CH2:14][CH3:15])=[O:12])=[CH:4][CH:3]=1.[CH3:17]C[O-].[Na+].[N:21]1[CH:26]=CC=NN=1. The catalyst is CCO.N1C=CC=NN=1. The product is [F:1][C:2]1[CH:3]=[CH:4][C:5]([C:8]2[C:9](=[O:16])[C:10]([C:11]([O:13][CH2:14][CH3:15])=[O:12])=[CH:17][NH:21][CH:26]=2)=[CH:6][CH:7]=1. The yield is 0.830. (4) The reactants are [C:1]([C:5]1[CH:6]=[C:7]([CH:10]=[C:11]([C:14]([CH3:17])([CH3:16])[CH3:15])[C:12]=1[OH:13])[CH:8]=O)([CH3:4])([CH3:3])[CH3:2].[C:18]([NH2:26])([CH2:21][C:22]([CH3:25])([CH3:24])[CH3:23])([CH3:20])[CH3:19]. The catalyst is C1(C)C=CC=CC=1. The product is [C:1]([C:5]1[CH:6]=[C:7]([CH:8]=[N:26][C:18]([CH3:20])([CH2:21][C:22]([CH3:25])([CH3:24])[CH3:23])[CH3:19])[CH:10]=[C:11]([C:14]([CH3:17])([CH3:16])[CH3:15])[C:12]=1[OH:13])([CH3:4])([CH3:3])[CH3:2]. The yield is 0.945. (5) The reactants are [C:1]([CH2:4][CH2:5][CH2:6][C:7]1[CH:15]=[CH:14][CH:13]=[CH:12][C:8]=1[C:9]([OH:11])=[O:10])([OH:3])=O.CCN(C(C)C)C(C)C.CN(C(ON1N=NC2C=CC=NC1=2)=[N+](C)C)C.F[P-](F)(F)(F)(F)F.[CH2:49]([O:51][C:52](=[O:65])[C@H:53]([OH:64])[C@H:54]([NH2:63])[CH2:55][C:56]1[CH:61]=[CH:60][CH:59]=[CH:58][C:57]=1[Cl:62])[CH3:50]. The catalyst is C(Cl)Cl. The product is [Cl:62][C:57]1[CH:58]=[CH:59][CH:60]=[CH:61][C:56]=1[CH2:55][C@@H:54]([NH:63][C:1]([CH2:4][CH2:5][CH2:6][C:7]1[CH:15]=[CH:14][CH:13]=[CH:12][C:8]=1[C:9]([OH:11])=[O:10])=[O:3])[C@H:53]([C:52]([O:51][CH2:49][CH3:50])=[O:65])[OH:64]. The yield is 1.00.